Dataset: Forward reaction prediction with 1.9M reactions from USPTO patents (1976-2016). Task: Predict the product of the given reaction. (1) Given the reactants C(OC([N:11]1[CH2:16][CH2:15][CH:14]([CH:17]([C:19]2[CH:24]=[CH:23][C:22]([C@@H:25]([NH:27][C:28]([O:30][C:31]([CH3:34])([CH3:33])[CH3:32])=[O:29])[CH3:26])=[CH:21][CH:20]=2)[OH:18])[CH2:13][CH2:12]1)=O)C1C=CC=CC=1, predict the reaction product. The product is: [C:31]([O:30][C:28](=[O:29])[NH:27][C@H:25]([C:22]1[CH:23]=[CH:24][C:19]([CH:17]([OH:18])[CH:14]2[CH2:15][CH2:16][NH:11][CH2:12][CH2:13]2)=[CH:20][CH:21]=1)[CH3:26])([CH3:32])([CH3:33])[CH3:34]. (2) Given the reactants C([Li])CCC.C(NC(C)C)(C)C.[CH3:13][CH2:14][O:15][C:16]([CH:18]1[C:23](=[O:24])[CH2:22][CH2:21][CH2:20][CH2:19]1)=[O:17].C1C=CC(N([S:32]([C:35]([F:38])([F:37])[F:36])(=[O:34])=[O:33])[S:32]([C:35]([F:38])([F:37])[F:36])(=[O:34])=[O:33])=CC=1, predict the reaction product. The product is: [CH2:14]([O:15][C:16]([C:18]1[CH2:19][CH2:20][CH2:21][CH2:22][C:23]=1[O:24][S:32]([C:35]([F:38])([F:37])[F:36])(=[O:34])=[O:33])=[O:17])[CH3:13]. (3) Given the reactants [Si:1]([O:8][CH2:9][C:10]1([CH2:24][O:25][Si:26]([C:29]([CH3:32])([CH3:31])[CH3:30])([CH3:28])[CH3:27])[O:15][C:14]2[CH:16]=[CH:17][C:18]([N+:20]([O-:22])=[O:21])=[CH:19][C:13]=2[NH:12][C:11]1=S)([C:4]([CH3:7])([CH3:6])[CH3:5])([CH3:3])[CH3:2].[NH:33]([C:35]([O:37][CH2:38][CH3:39])=[O:36])[NH2:34], predict the reaction product. The product is: [Si:1]([O:8][CH2:9][C:10]1([CH2:24][O:25][Si:26]([C:29]([CH3:32])([CH3:31])[CH3:30])([CH3:28])[CH3:27])[O:15][C:14]2[CH:16]=[CH:17][C:18]([N+:20]([O-:22])=[O:21])=[CH:19][C:13]=2[N:12]=[C:11]1[NH:34][NH:33][C:35]([O:37][CH2:38][CH3:39])=[O:36])([C:4]([CH3:7])([CH3:6])[CH3:5])([CH3:3])[CH3:2]. (4) Given the reactants [NH2:1][C:2]1[CH:10]=[C:9]([CH3:11])[C:8]([O:12][C:13]2[CH:18]=[CH:17][C:16]([O:19][C:20]([F:23])([F:22])[F:21])=[CH:15][CH:14]=2)=[CH:7][C:3]=1[C:4]([O-])=[O:5].[C:24]1(C)[C:25](C)=[CH:26]C=[CH:28][CH:29]=1.Cl, predict the reaction product. The product is: [CH2:25]([C:24]1[NH:1][C:2]2[C:3]([C:4](=[O:5])[C:29]=1[CH3:28])=[CH:7][C:8]([O:12][C:13]1[CH:14]=[CH:15][C:16]([O:19][C:20]([F:23])([F:21])[F:22])=[CH:17][CH:18]=1)=[C:9]([CH3:11])[CH:10]=2)[CH3:26]. (5) Given the reactants [CH3:1][N:2]([CH3:16])[C:3](=[O:15])[CH2:4][N:5]([CH3:14])[CH2:6][CH2:7][C:8]1[CH:13]=[CH:12][N:11]=[CH:10][CH:9]=1, predict the reaction product. The product is: [CH3:16][N:2]([CH3:1])[C:3](=[O:15])[CH2:4][N:5]([CH3:14])[CH2:6][CH2:7][CH:8]1[CH2:13][CH2:12][NH:11][CH2:10][CH2:9]1. (6) Given the reactants [Cl:1][C:2]1[N:7]=[C:6](Cl)[CH:5]=[C:4]([C:9]2[CH:14]=[CH:13][C:12]([F:15])=[CH:11][CH:10]=2)[N:3]=1.[Br:16][C:17]1[CH:18]=[C:19]([CH3:30])[C:20]([N:23]2[CH2:28][CH2:27][NH:26][C@H:25]([CH3:29])[CH2:24]2)=[N:21][CH:22]=1.C([O-])([O-])=O.[K+].[K+], predict the reaction product. The product is: [Br:16][C:17]1[CH:18]=[C:19]([CH3:30])[C:20]([N:23]2[CH2:28][CH2:27][N:26]([C:6]3[CH:5]=[C:4]([C:9]4[CH:14]=[CH:13][C:12]([F:15])=[CH:11][CH:10]=4)[N:3]=[C:2]([Cl:1])[N:7]=3)[C@H:25]([CH3:29])[CH2:24]2)=[N:21][CH:22]=1. (7) Given the reactants [CH:1]([C:4]1[CH:27]=[CH:26][CH:25]=[CH:24][C:5]=1[O:6][CH2:7][CH2:8][N:9]([CH3:23])[C:10](=[O:22])[NH:11][C:12]1[CH:21]=[CH:20][CH:19]=[CH:18][C:13]=1[C:14]([O:16]C)=[O:15])([CH3:3])[CH3:2].O[Li].O.Cl, predict the reaction product. The product is: [CH:1]([C:4]1[CH:27]=[CH:26][CH:25]=[CH:24][C:5]=1[O:6][CH2:7][CH2:8][N:9]([CH3:23])[C:10](=[O:22])[NH:11][C:12]1[CH:21]=[CH:20][CH:19]=[CH:18][C:13]=1[C:14]([OH:16])=[O:15])([CH3:3])[CH3:2]. (8) Given the reactants [CH:1]([C:3]1[CH:11]=[CH:10][C:6]([C:7]([OH:9])=[O:8])=[CH:5][CH:4]=1)=O.[Cl:12][C:13]1[CH:19]=[CH:18][C:16]([NH2:17])=[CH:15][CH:14]=1.CC([O-])=O.C([BH3-])#N.[Na+], predict the reaction product. The product is: [Cl:12][C:13]1[CH:19]=[CH:18][C:16]([NH:17][CH2:1][C:3]2[CH:11]=[CH:10][C:6]([C:7]([OH:9])=[O:8])=[CH:5][CH:4]=2)=[CH:15][CH:14]=1. (9) Given the reactants C(OC([N:8]1[CH2:13][CH2:12][N:11]([C:14]([O:16][CH3:17])=[O:15])[CH2:10][CH:9]1[CH2:18][CH2:19][O:20][C:21]1[CH:26]=[CH:25][CH:24]=[CH:23][CH:22]=1)=O)(C)(C)C, predict the reaction product. The product is: [CH3:17][O:16][C:14]([N:11]1[CH2:12][CH2:13][NH:8][CH:9]([CH2:18][CH2:19][O:20][C:21]2[CH:26]=[CH:25][CH:24]=[CH:23][CH:22]=2)[CH2:10]1)=[O:15].